This data is from Reaction yield outcomes from USPTO patents with 853,638 reactions. The task is: Predict the reaction yield, written as a fraction of the theoretical maximum amount of product (1.0 means a 100% yield; for example, 0.34 means a 34% yield). (1) The reactants are Br[C:2]1[CH:7]=[CH:6][N:5]=[C:4]([Cl:8])[CH:3]=1.C([Mg]Cl)(C)C.[CH3:14][CH:15]1[CH2:20][CH2:19][C:18](=[O:21])[CH2:17][CH2:16]1. The catalyst is C1COCC1. The product is [Cl:8][C:4]1[CH:3]=[C:2]([C:18]2([OH:21])[CH2:19][CH2:20][CH:15]([CH3:14])[CH2:16][CH2:17]2)[CH:7]=[CH:6][N:5]=1. The yield is 0.670. (2) The reactants are [OH:1][C:2]1[C:7](=[O:8])[CH:6]=[CH:5][O:4][C:3]=1[CH3:9].[C:10]1([S:16](Cl)(=[O:18])=[O:17])[CH:15]=[CH:14][CH:13]=[CH:12][CH:11]=1. The product is [C:10]1([S:16]([O:1][C:2]2[C:7](=[O:8])[CH:6]=[CH:5][O:4][C:3]=2[CH3:9])(=[O:18])=[O:17])[CH:15]=[CH:14][CH:13]=[CH:12][CH:11]=1. The yield is 0.710. The catalyst is N1C=CC=CC=1. (3) The reactants are [OH:1][C:2]1[CH:9]=[CH:8][C:5]([CH:6]=[O:7])=[CH:4][CH:3]=1.C(=O)([O-])[O-].[K+].[K+].Br[CH2:17][P:18](=[O:27])([O:23][CH:24]([CH3:26])[CH3:25])[O:19][CH:20]([CH3:22])[CH3:21]. The yield is 0.260. The catalyst is CN(C=O)C. The product is [CH:6]([C:5]1[CH:8]=[CH:9][C:2]([O:1][CH2:17][P:18](=[O:27])([O:19][CH:20]([CH3:22])[CH3:21])[O:23][CH:24]([CH3:26])[CH3:25])=[CH:3][CH:4]=1)=[O:7]. (4) The reactants are Cl.[CH3:2][N:3]([CH3:16])[C:4]1[CH:9]=[CH:8][C:7]([C@@H:10]2[O:15][CH2:14][CH2:13][NH:12][CH2:11]2)=[CH:6][CH:5]=1.Cl[C:18]1[N:19]([CH3:32])[C:20](=[O:31])[CH:21]=[C:22]([C:24]2[CH:29]=[CH:28][N:27]=[CH:26][C:25]=2[F:30])[N:23]=1.C(N(CC)CC)C. The catalyst is O1CCCC1. The product is [CH3:2][N:3]([CH3:16])[C:4]1[CH:5]=[CH:6][C:7]([C@@H:10]2[O:15][CH2:14][CH2:13][N:12]([C:18]3[N:19]([CH3:32])[C:20](=[O:31])[CH:21]=[C:22]([C:24]4[CH:29]=[CH:28][N:27]=[CH:26][C:25]=4[F:30])[N:23]=3)[CH2:11]2)=[CH:8][CH:9]=1. The yield is 0.500. (5) The reactants are [Br:1][C:2]1[CH:12]=[CH:11][C:5]([O:6][CH:7]2[CH2:10][NH:9][CH2:8]2)=[C:4]([O:13][CH3:14])[CH:3]=1.[C:15]1(=O)[CH2:18][CH2:17][CH2:16]1.C(O[BH-](OC(=O)C)OC(=O)C)(=O)C.[Na+].C(O)(=O)C. The catalyst is ClC(Cl)C. The product is [Br:1][C:2]1[CH:12]=[CH:11][C:5]([O:6][CH:7]2[CH2:10][N:9]([CH:15]3[CH2:18][CH2:17][CH2:16]3)[CH2:8]2)=[C:4]([O:13][CH3:14])[CH:3]=1. The yield is 0.560. (6) The reactants are [N:1]([CH:4]([C:35]1[O:36][CH:37]=[CH:38][N:39]=1)[CH2:5][S:6][C:7]1[N:8]=[C:9]([O:33][CH3:34])[C:10]([N:13](COCC[Si](C)(C)C)[S:14]([C:17]2[CH:22]=[CH:21][CH:20]=[C:19]([Cl:23])[C:18]=2[Cl:24])(=[O:16])=[O:15])=[N:11][CH:12]=1)=[N+:2]=[N-:3].Cl[CH2:41]Cl. The catalyst is FC(F)(F)C(O)=O. The product is [CH3:17][CH2:22][CH2:21][CH:20]([CH3:19])[CH3:41].[N:1]([CH:4]([C:35]1[O:36][CH:37]=[CH:38][N:39]=1)[CH2:5][S:6][C:7]1[N:8]=[C:9]([O:33][CH3:34])[C:10]([NH:13][S:14]([C:17]2[CH:22]=[CH:21][CH:20]=[C:19]([Cl:23])[C:18]=2[Cl:24])(=[O:16])=[O:15])=[N:11][CH:12]=1)=[N+:2]=[N-:3]. The yield is 0.00500. (7) The reactants are [F:1][C:2]1[CH:7]=[CH:6][C:5]([CH2:8][C:9]2[CH:18]=[C:17]3[C:12]([C:13]([OH:26])=[C:14]([C:21](OCC)=[O:22])[C:15](=[O:20])[N:16]3[CH3:19])=[N:11][CH:10]=2)=[CH:4][CH:3]=1.[N:27]1([CH2:32][CH2:33][CH2:34][NH2:35])[CH2:31][CH2:30][CH2:29][CH2:28]1. The catalyst is C(Cl)(Cl)Cl. The product is [F:1][C:2]1[CH:7]=[CH:6][C:5]([CH2:8][C:9]2[CH:18]=[C:17]3[C:12]([C:13]([OH:26])=[C:14]([C:21]([NH:35][CH2:34][CH2:33][CH2:32][N:27]4[CH2:31][CH2:30][CH2:29][CH2:28]4)=[O:22])[C:15](=[O:20])[N:16]3[CH3:19])=[N:11][CH:10]=2)=[CH:4][CH:3]=1. The yield is 0.600. (8) The reactants are [O:1]1[C:5]2[CH:6]=[CH:7][CH:8]=[CH:9][C:4]=2[NH:3][C:2]1=[O:10].C(=O)([O-])[O-].[K+].[K+].[C:17](O[C:17](=[O:20])[CH2:18][CH3:19])(=[O:20])[CH2:18][CH3:19].O. The catalyst is CC(C)=O. The product is [C:17]([N:3]1[C:4]2[CH:9]=[CH:8][CH:7]=[CH:6][C:5]=2[O:1][C:2]1=[O:10])(=[O:20])[CH2:18][CH3:19]. The yield is 0.900.